The task is: Predict the reaction yield, written as a fraction of the theoretical maximum amount of product (1.0 means a 100% yield; for example, 0.34 means a 34% yield).. This data is from Reaction yield outcomes from USPTO patents with 853,638 reactions. (1) The reactants are [SH:1][C@@H:2]([CH2:6][CH2:7][CH2:8][CH3:9])[CH2:3][CH2:4][OH:5].[C:10](Cl)(=[O:12])[CH3:11]. The catalyst is C(Cl)Cl.[Cl-].[Na+].O. The product is [C:10]([O:5][CH2:4][CH2:3][CH:2]([SH:1])[CH2:6][CH2:7][CH2:8][CH3:9])(=[O:12])[CH3:11]. The yield is 0.720. (2) The catalyst is O1CCOCC1. The reactants are C(OC([N:8]1[CH2:13][CH2:12][N:11]([CH2:14][CH2:15][CH2:16][O:17][C:18]2[CH:23]=[CH:22][C:21]([C:24]3([C:30]#[N:31])[CH2:29][CH2:28][O:27][CH2:26][CH2:25]3)=[CH:20][CH:19]=2)[CH2:10][CH2:9]1)=O)(C)(C)C.CO.Cl. The yield is 0.720. The product is [N:11]1([CH2:14][CH2:15][CH2:16][O:17][C:18]2[CH:19]=[CH:20][C:21]([C:24]3([C:30]#[N:31])[CH2:29][CH2:28][O:27][CH2:26][CH2:25]3)=[CH:22][CH:23]=2)[CH2:12][CH2:13][NH:8][CH2:9][CH2:10]1. (3) The reactants are [CH:1]1([C:6]2([CH3:15])[N:10]([CH2:11][CH3:12])[C:9](=[O:13])[NH:8][C:7]2=[O:14])[CH2:5][CH2:4][CH2:3][CH2:2]1.Br.Br[CH2:18][C:19]([C:21]1[CH:22]=[N:23][CH:24]=[CH:25][CH:26]=1)=[O:20]. No catalyst specified. The product is [CH:1]1([C:6]2([CH3:15])[N:10]([CH2:11][CH3:12])[C:9](=[O:13])[N:8]([CH2:18][C:19](=[O:20])[C:21]3[CH:22]=[N:23][CH:24]=[CH:25][CH:26]=3)[C:7]2=[O:14])[CH2:2][CH2:3][CH2:4][CH2:5]1. The yield is 0.320. (4) The reactants are [CH3:1][O:2][C:3]1[CH:8]=[CH:7][C:6](B(O)O)=[CH:5][CH:4]=1.Br[C:13]1[CH:20]=[CH:19][C:16]([CH:17]=[O:18])=[CH:15][CH:14]=1.C(=O)([O-])[O-].[K+].[K+]. The catalyst is O.C(O)C.O.C1C=CC([P]([Pd]([P](C2C=CC=CC=2)(C2C=CC=CC=2)C2C=CC=CC=2)([P](C2C=CC=CC=2)(C2C=CC=CC=2)C2C=CC=CC=2)[P](C2C=CC=CC=2)(C2C=CC=CC=2)C2C=CC=CC=2)(C2C=CC=CC=2)C2C=CC=CC=2)=CC=1. The product is [CH3:1][O:2][C:3]1[CH:8]=[CH:7][C:6]([C:13]2[CH:20]=[CH:19][C:16]([CH:17]=[O:18])=[CH:15][CH:14]=2)=[CH:5][CH:4]=1. The yield is 0.714. (5) The reactants are [Br:1][C:2]1[CH:3]=[CH:4][C:5]([F:30])=[C:6]([C@:8]([NH:18][CH2:19][C:20]2[CH:25]=[CH:24][C:23]([O:26][CH3:27])=[CH:22][C:21]=2[O:28][CH3:29])([CH3:17])[CH2:9][S:10][CH2:11][C:12]([O:14]CC)=[O:13])[CH:7]=1.[OH-].[Li+].Cl. The catalyst is O1CCCC1.CO.O. The product is [Br:1][C:2]1[CH:3]=[CH:4][C:5]([F:30])=[C:6]([C@:8]([NH:18][CH2:19][C:20]2[CH:25]=[CH:24][C:23]([O:26][CH3:27])=[CH:22][C:21]=2[O:28][CH3:29])([CH3:17])[CH2:9][S:10][CH2:11][C:12]([OH:14])=[O:13])[CH:7]=1. The yield is 1.02.